From a dataset of Reaction yield outcomes from USPTO patents with 853,638 reactions. Predict the reaction yield, written as a fraction of the theoretical maximum amount of product (1.0 means a 100% yield; for example, 0.34 means a 34% yield). (1) The reactants are [CH:1]12[CH2:7][CH:4]([CH2:5][CH2:6]1)[CH2:3][CH:2]2[CH2:8][C:9]([NH2:11])=[O:10].C(Cl)(=O)[C:13](Cl)=[O:14].[CH3:18][N:19]1[CH:23]=[C:22]([C:24]2[CH:29]=[C:28]([O:30][C:31]3[CH:32]=[CH:33][C:34]([NH2:37])=[N:35][CH:36]=3)[CH:27]=[CH:26][N:25]=2)[CH:21]=[N:20]1.N1C=CC=CC=1. The catalyst is ClCCCl.C1COCC1. The product is [CH:1]12[CH2:7][CH:4]([CH2:5][CH2:6]1)[CH2:3][CH:2]2[CH2:8][C:9]([NH:11][C:13](=[O:14])[NH:37][C:34]1[CH:33]=[CH:32][C:31]([O:30][C:28]2[CH:27]=[CH:26][N:25]=[C:24]([C:22]3[CH:21]=[N:20][N:19]([CH3:18])[CH:23]=3)[CH:29]=2)=[CH:36][N:35]=1)=[O:10]. The yield is 0.810. (2) The reactants are [NH2:1][C:2]1[N:3]([CH2:24][CH3:25])[C:4](=[O:23])[C:5]2([C:15]3[C:10](=[CH:11][CH:12]=[C:13](Br)[CH:14]=3)[O:9][CH:8]([C:17]3[CH:22]=[CH:21][CH:20]=[CH:19][CH:18]=3)[CH2:7]2)[N:6]=1.[C:26]([C:28]1[CH:33]=[CH:32][C:31](B(O)O)=[CH:30][CH:29]=1)#[N:27]. The catalyst is C1(C)C=CC=CC=1.C([O-])([O-])=O.[Na+].[Na+].C1C=CC([P]([Pd]([P](C2C=CC=CC=2)(C2C=CC=CC=2)C2C=CC=CC=2)([P](C2C=CC=CC=2)(C2C=CC=CC=2)C2C=CC=CC=2)[P](C2C=CC=CC=2)(C2C=CC=CC=2)C2C=CC=CC=2)(C2C=CC=CC=2)C2C=CC=CC=2)=CC=1. The product is [NH2:1][C:2]1[N:3]([CH2:24][CH3:25])[C:4](=[O:23])[C:5]2([C:15]3[C:10](=[CH:11][CH:12]=[C:13]([C:30]4[CH:29]=[C:28]([CH:33]=[CH:32][CH:31]=4)[C:26]#[N:27])[CH:14]=3)[O:9][CH:8]([C:17]3[CH:22]=[CH:21][CH:20]=[CH:19][CH:18]=3)[CH2:7]2)[N:6]=1. The yield is 0.0300. (3) The reactants are [F:1][C:2]([F:37])([F:36])[C:3]1[CH:4]=[C:5]([CH:29]=[C:30]([C:32]([F:35])([F:34])[F:33])[CH:31]=1)[CH2:6][NH:7][CH2:8][C:9]1[CH:10]=[C:11]2[C:26]([CH3:27])=[N:25][N:24]([CH3:28])[C:12]2=[N:13][C:14]=1[N:15]([CH2:18][CH:19]1[CH2:23][CH2:22][CH2:21][CH2:20]1)[CH2:16][CH3:17].C(=O)([O-])[O-].[K+].[K+].Cl[C:45]([O:47][CH3:48])=[O:46].O. The catalyst is C1COCC1. The product is [CH3:48][O:47][C:45](=[O:46])[N:7]([CH2:6][C:5]1[CH:29]=[C:30]([C:32]([F:34])([F:35])[F:33])[CH:31]=[C:3]([C:2]([F:36])([F:1])[F:37])[CH:4]=1)[CH2:8][C:9]1[CH:10]=[C:11]2[C:26]([CH3:27])=[N:25][N:24]([CH3:28])[C:12]2=[N:13][C:14]=1[N:15]([CH2:18][CH:19]1[CH2:23][CH2:22][CH2:21][CH2:20]1)[CH2:16][CH3:17]. The yield is 0.550.